From a dataset of Experimentally validated miRNA-target interactions with 360,000+ pairs, plus equal number of negative samples. Binary Classification. Given a miRNA mature sequence and a target amino acid sequence, predict their likelihood of interaction. (1) The miRNA is hsa-miR-5739 with sequence GCGGAGAGAGAAUGGGGAGC. The protein sequence of the target gene is MYKMEYSYLNSSAYESCMAGMDTSSLASAYADFSSCSQASGFQYNPIRTTFGATSGCPSLTPGSCSLGTLRDHQSSPYAAVPYKLFTDHGGLNEKRKQRRIRTTFTSAQLKELERVFAETHYPDIYTREELALKIDLTEARVQVWFQNRRAKFRKQERAAAAAAAAAKNGSSGKKSDSSRDDESKEAKSTDPDSTGGPGPNPNPTPSCGANGGGGGGPSPAGAPGAAGPGGPGGEPGKGGAAAAAAAAAAAAAAAAAAAAGGLAAAGGPGQGWAPGPGPITSIPDSLGGPFASVLSSLQR.... Result: 0 (no interaction). (2) The miRNA is hsa-miR-200c-3p with sequence UAAUACUGCCGGGUAAUGAUGGA. The protein sequence of the target gene is MAQPGSGCKATTRCLEGTAPPAMAQSDAEALAGALDKDEGQASPCTPSTPSVCSPPSAASSVPSAGKNICSSCGLEILDRYLLKVNNLIWHVRCLECSVCRTSLRQQNSCYIKNKEIFCKMDYFSRFGTKCARCGRQIYASDWVRRARGNAYHLACFACFSCKRQLSTGEEFGLVEEKVLCRIHYDTMIENLKRAAENGNGLTLEGAVPSEQDSQPKPAKRARTSFTAEQLQVMQAQFAQDNNPDAQTLQKLADMTGLSRRVIQVWFQNCRARHKKHTPQHPVPPSGAPPSRLPSALSDD.... Result: 0 (no interaction). (3) The miRNA is hsa-miR-6876-3p with sequence AGCUGUCUGUGUUUUCCUUCUCAG. The protein sequence of the target gene is MSKRDIVLTNVTVVQLLRQPCPVTRAPPPPEPKAEVEPQPQPEPTPVREEIKPPPPPLPPHPATPPPKMVSVARELTVGINGFGRIGRLVLRACMEKGVKVVAVNDPFIDPEYMVYMFKYDSTHGRYKGSVEFRNGQLVVDNHEISVYQCKEPKQIPWRAVGSPYVVESTGVYLSIQAASDHISAGAQRVVISAPSPDAPMFVMGVNENDYNPGSMNIVSNASCTTNCLAPLAKVIHERFGIVEGLMTTVHSYTATQKTVDGPSRKAWRDGRGAHQNIIPASTGAAKAVTKVIPELKGKL.... Result: 0 (no interaction). (4) The miRNA is hsa-miR-367-3p with sequence AAUUGCACUUUAGCAAUGGUGA. The protein sequence of the target gene is MLIEDVDALKSWLAKLLEPICDADPSALANYVVALVKKDKPEKELKAFCADQLDVFLQKETSGFVDKLFESLYTKNYLPLLEPVKPEPKPLVQEKEEIKEEVFQEPAEEERDGRKKKYPSPQKTRSESSERRTREKKREDGKWRDYDRYYERNELYREKYDWRRGRSKSRSKSRGLSRSRSRSRGRSKDRDPNRNVEHRERSKFKSERNDLESSYVPVSAPPPNSSEQYSSGAQSIPSTVTVIAPAHHSENTTESWSNYYNNHSSSNSFGRNLPPKRRCRDYDERGFCVLGDLCQFDHGN.... Result: 1 (interaction). (5) The miRNA is mmu-miR-101c with sequence ACAGUACUGUGAUAACUGA. The protein sequence of the target gene is MEMKKKINMELKNRAPEEVTELVLDNCLCVNGEIEGLNDTFKELEFLSMANVELSSLARLPSLNKLRKLELSDNIISGGLEVLAEKCPNLTYLNLSGNKIKDLSTVEALQNLKNLKSLDLFNCEITNLEDYRESIFELLQQITYLDGFDQEDNEAPDSEEEDDDDEDGDEDEEDEDEDEAGPPEGYEEEEDDDEDEAGSEVGEGEEEVGLSYLMKDEIQDEEDDDDYVDEGEEEEEEEEEGLRGEKRKRDAEDDGEEDDD. Result: 0 (no interaction). (6) The miRNA is mmu-miR-331-3p with sequence GCCCCUGGGCCUAUCCUAGAA. The protein sequence of the target gene is MAGPGPGAALESPRQLLGRVRFLAEAARSLRAGLPLPAALAFVPREVLYKLYKDPAGPSRVLLPVWEAEGLGLRVGAVGAAPGTGSGPLRAARDSIELRRGACVRTTGEELCNGHGLWVKLTKEQLAEHLSDCSLDEGWLLVCRPAEGGARLVPIDTPDHLQRQQQLFGVDYRPVLRWEQVVDLTYSHRLGSRPQPAEAYTEAIQRLLYVPPTWTYECDEDLIHFLYDHLGKEDENLGSVKQYVESIDVSSYTEEFNVSCLTDSNADTYWESDGSQCQHWVRLTMKKGTIVKKLLLTVDT.... Result: 1 (interaction).